This data is from Forward reaction prediction with 1.9M reactions from USPTO patents (1976-2016). The task is: Predict the product of the given reaction. (1) Given the reactants [Cl:1][C:2]1[C:12]([Cl:13])=[CH:11][C:5]2[N:6]([CH3:10])[C:7]([CH3:9])=[N:8][C:4]=2[CH:3]=1.[F:14][C:15]([F:31])([F:30])[S:16]([O:19][CH2:20][CH2:21][CH2:22][CH2:23][CH2:24][C:25]([O:27][CH2:28][CH3:29])=[O:26])(=[O:18])=[O:17], predict the reaction product. The product is: [F:14][C:15]([F:31])([F:30])[S:16]([O-:19])(=[O:18])=[O:17].[Cl:13][C:12]1[C:2]([Cl:1])=[CH:3][C:4]2[N+:8]([CH2:20][CH2:21][CH2:22][CH2:23][CH2:24][C:25]([O:27][CH2:28][CH3:29])=[O:26])=[C:7]([CH3:9])[N:6]([CH3:10])[C:5]=2[CH:11]=1. (2) Given the reactants N#N.Cl.Cl.[NH:5]1[C:9]2[CH:10]=[CH:11][CH:12]=[CH:13][C:8]=2[N:7]=[C:6]1[C@H:14]([NH2:26])[CH2:15][C:16]1[CH:21]=[CH:20][C:19]([C:22]([CH3:25])([CH3:24])[CH3:23])=[CH:18][CH:17]=1.CCN(C(C)C)C(C)C.[C:36](N1C=CN=C1)(N1C=CN=C1)=[O:37], predict the reaction product. The product is: [C:22]([C:19]1[CH:18]=[CH:17][C:16]([CH2:15][CH:14]2[C:6]3=[N:7][C:8]4[CH:13]=[CH:12][CH:11]=[CH:10][C:9]=4[N:5]3[C:36](=[O:37])[NH:26]2)=[CH:21][CH:20]=1)([CH3:23])([CH3:25])[CH3:24]. (3) Given the reactants [CH3:1][C@H:2]1[CH2:7][N:6]([C:8]2[C:13]([N+:14]([O-])=O)=[CH:12][N:11]=[C:10]3[O:17][CH2:18][CH2:19][C:9]=23)[CH2:5][C@@H:4]([NH:20][C:21](=[O:27])[O:22][C:23]([CH3:26])([CH3:25])[CH3:24])[CH2:3]1, predict the reaction product. The product is: [NH2:14][C:13]1[C:8]([N:6]2[CH2:7][C@H:2]([CH3:1])[CH2:3][C@H:4]([NH:20][C:21](=[O:27])[O:22][C:23]([CH3:26])([CH3:25])[CH3:24])[CH2:5]2)=[C:9]2[CH2:19][CH2:18][O:17][C:10]2=[N:11][CH:12]=1. (4) Given the reactants [Cl:1][C:2]1[CH:3]=[CH:4][CH:5]=[C:6]2[C:10]=1[NH:9][N:8]=[C:7]2[C:11]1[CH:16]=[CH:15][C:14]([O:17][CH3:18])=[CH:13][CH:12]=1.[H-].[Na+].I[CH2:22][CH2:23][CH2:24][CH2:25][CH3:26], predict the reaction product. The product is: [Cl:1][C:2]1[C:10]2[C:6](=[C:7]([C:11]3[CH:16]=[CH:15][C:14]([O:17][CH3:18])=[CH:13][CH:12]=3)[N:8]([CH2:22][CH2:23][CH2:24][CH2:25][CH3:26])[N:9]=2)[CH:5]=[CH:4][CH:3]=1. (5) Given the reactants [H-].[Na+].Cl[CH2:4][C@:5]([C:10]1[CH:15]=[CH:14][C:13]([F:16])=[CH:12][C:11]=1[F:17])([OH:9])[C@H:6](O)[CH3:7].C1(C)C=CC(S([N:27]2[CH:31]=[N:30][CH:29]=[N:28]2)(=O)=O)=CC=1.N1C=CN=N1, predict the reaction product. The product is: [F:17][C:11]1[CH:12]=[C:13]([F:16])[CH:14]=[CH:15][C:10]=1[C@@:5]1([CH2:4][N:27]2[CH:31]=[N:30][CH:29]=[N:28]2)[C@H:6]([CH3:7])[O:9]1. (6) Given the reactants [CH2:1]([O:4][C:5]1[CH:6]=[C:7]([CH:11]=[C:12]([OH:14])[CH:13]=1)[C:8]([OH:10])=[O:9])[CH:2]=[CH2:3].[C:15](Cl)(=[O:17])[CH3:16], predict the reaction product. The product is: [C:15]([O:14][C:12]1[CH:11]=[C:7]([CH:6]=[C:5]([O:4][CH2:1][CH:2]=[CH2:3])[CH:13]=1)[C:8]([OH:10])=[O:9])(=[O:17])[CH3:16]. (7) Given the reactants [NH:1]1[C:9]2[C:4](=[CH:5][CH:6]=[CH:7][CH:8]=2)[C:3]([C:10]([C:12]2[CH:17]=[CH:16][CH:15]=[C:14]([O:18]C)[CH:13]=2)=[O:11])=[N:2]1.[H-].[Na+].[H][H].Br[CH:25]=[C:26]([CH3:28])[CH3:27].[Cl-].[Li+], predict the reaction product. The product is: [OH:18][C:14]1[CH:13]=[C:12]([C:10]([C:3]2[C:4]3[C:9](=[CH:8][CH:7]=[CH:6][CH:5]=3)[N:1]([CH2:27][C:26]([CH3:28])=[CH2:25])[N:2]=2)=[O:11])[CH:17]=[CH:16][CH:15]=1. (8) Given the reactants Cl[C:2]1[C:3]2[C:10]([F:11])=[CH:9][NH:8][C:4]=2[N:5]=[CH:6][N:7]=1.[NH2:12][C:13]1[C:22]([O:23][CH3:24])=[CH:21][C:16]2[NH:17][C:18](=[O:20])[S:19][C:15]=2[CH:14]=1, predict the reaction product. The product is: [F:11][C:10]1[C:3]2[C:2]([NH:12][C:13]3[C:22]([O:23][CH3:24])=[CH:21][C:16]4[NH:17][C:18](=[O:20])[S:19][C:15]=4[CH:14]=3)=[N:7][CH:6]=[N:5][C:4]=2[NH:8][CH:9]=1.